Dataset: Catalyst prediction with 721,799 reactions and 888 catalyst types from USPTO. Task: Predict which catalyst facilitates the given reaction. (1) Reactant: [NH2:1][C:2]1[N:7]=[C:6]([N:8]2[CH2:13][CH2:12][CH2:11][C@H:10]([C:14]([OH:16])=O)[CH2:9]2)[CH:5]=[C:4]([C:17]2[CH:22]=[CH:21][C:20]([C:23]#[N:24])=[C:19]([F:25])[CH:18]=2)[N:3]=1.C(Cl)CCl.C1C=CC2N(O)N=NC=2C=1.[CH3:40][CH:41]1[CH2:46][CH2:45][CH:44]([NH2:47])[CH2:43][CH2:42]1. Product: [NH2:1][C:2]1[N:7]=[C:6]([N:8]2[CH2:13][CH2:12][CH2:11][C@H:10]([C:14]([NH:47][CH:44]3[CH2:45][CH2:46][CH:41]([CH3:40])[CH2:42][CH2:43]3)=[O:16])[CH2:9]2)[CH:5]=[C:4]([C:17]2[CH:22]=[CH:21][C:20]([C:23]#[N:24])=[C:19]([F:25])[CH:18]=2)[N:3]=1. The catalyst class is: 173. (2) Product: [Cl:1][C:2]1[N:3]=[N+:4]([O-:13])[C:5]([Cl:8])=[CH:6][CH:7]=1. Reactant: [Cl:1][C:2]1[N:3]=[N:4][C:5]([Cl:8])=[CH:6][CH:7]=1.ClC1=C(Cl)C(OC1=O)=[O:13].C(O)(=O)C.OO.NC(N)=O. The catalyst class is: 26.